From a dataset of NCI-60 drug combinations with 297,098 pairs across 59 cell lines. Regression. Given two drug SMILES strings and cell line genomic features, predict the synergy score measuring deviation from expected non-interaction effect. (1) Drug 1: CCN(CC)CCCC(C)NC1=C2C=C(C=CC2=NC3=C1C=CC(=C3)Cl)OC. Drug 2: CC(C)CN1C=NC2=C1C3=CC=CC=C3N=C2N. Cell line: SR. Synergy scores: CSS=24.9, Synergy_ZIP=0.173, Synergy_Bliss=-1.41, Synergy_Loewe=-2.20, Synergy_HSA=-2.39. (2) Drug 1: C1CCC(C1)C(CC#N)N2C=C(C=N2)C3=C4C=CNC4=NC=N3. Drug 2: CC1=C2C(C(=O)C3(C(CC4C(C3C(C(C2(C)C)(CC1OC(=O)C(C(C5=CC=CC=C5)NC(=O)C6=CC=CC=C6)O)O)OC(=O)C7=CC=CC=C7)(CO4)OC(=O)C)O)C)OC(=O)C. Cell line: U251. Synergy scores: CSS=45.0, Synergy_ZIP=4.93, Synergy_Bliss=8.79, Synergy_Loewe=-33.9, Synergy_HSA=8.93.